This data is from Merck oncology drug combination screen with 23,052 pairs across 39 cell lines. The task is: Regression. Given two drug SMILES strings and cell line genomic features, predict the synergy score measuring deviation from expected non-interaction effect. (1) Drug 2: NC1(c2ccc(-c3nc4ccn5c(=O)[nH]nc5c4cc3-c3ccccc3)cc2)CCC1. Synergy scores: synergy=23.0. Drug 1: Cn1nnc2c(C(N)=O)ncn2c1=O. Cell line: UACC62. (2) Cell line: NCIH460. Synergy scores: synergy=-4.40. Drug 1: CN(C)C(=N)N=C(N)N. Drug 2: C#Cc1cccc(Nc2ncnc3cc(OCCOC)c(OCCOC)cc23)c1. (3) Cell line: DLD1. Drug 2: O=C(CCCCCCC(=O)Nc1ccccc1)NO. Synergy scores: synergy=-25.2. Drug 1: CN(Cc1cnc2nc(N)nc(N)c2n1)c1ccc(C(=O)NC(CCC(=O)O)C(=O)O)cc1. (4) Drug 1: O=c1[nH]cc(F)c(=O)[nH]1. Drug 2: COC1=C2CC(C)CC(OC)C(O)C(C)C=C(C)C(OC(N)=O)C(OC)C=CC=C(C)C(=O)NC(=CC1=O)C2=O. Cell line: KPL1. Synergy scores: synergy=2.33. (5) Drug 1: O=C(CCCCCCC(=O)Nc1ccccc1)NO. Drug 2: Nc1ccn(C2OC(CO)C(O)C2(F)F)c(=O)n1. Cell line: HT29. Synergy scores: synergy=-5.01. (6) Drug 1: CN(Cc1cnc2nc(N)nc(N)c2n1)c1ccc(C(=O)NC(CCC(=O)O)C(=O)O)cc1. Drug 2: CNC(=O)c1cc(Oc2ccc(NC(=O)Nc3ccc(Cl)c(C(F)(F)F)c3)cc2)ccn1. Cell line: COLO320DM. Synergy scores: synergy=-6.56. (7) Drug 2: O=C(NOCC(O)CO)c1ccc(F)c(F)c1Nc1ccc(I)cc1F. Drug 1: CC1CC2C3CCC4=CC(=O)C=CC4(C)C3(F)C(O)CC2(C)C1(O)C(=O)CO. Synergy scores: synergy=-2.04. Cell line: HT29.